Dataset: Forward reaction prediction with 1.9M reactions from USPTO patents (1976-2016). Task: Predict the product of the given reaction. (1) Given the reactants [CH2:1]([C@@:4]1([CH3:35])[CH2:9][C@H:8]([C:10]2[CH:15]=[CH:14][CH:13]=[C:12]([Cl:16])[CH:11]=2)[C@@H:7]([C:17]2[CH:22]=[CH:21][C:20]([Cl:23])=[CH:19][CH:18]=2)[N:6]([C@@H:24]([CH2:32][CH3:33])[CH2:25][NH:26][CH2:27][C:28]([OH:31])([CH3:30])[CH3:29])[C:5]1=[O:34])[CH:2]=[CH2:3].[C:36](N1C=CN=C1)(N1C=CN=C1)=[O:37], predict the reaction product. The product is: [CH2:1]([C@@:4]1([CH3:35])[CH2:9][C@H:8]([C:10]2[CH:15]=[CH:14][CH:13]=[C:12]([Cl:16])[CH:11]=2)[C@@H:7]([C:17]2[CH:18]=[CH:19][C:20]([Cl:23])=[CH:21][CH:22]=2)[N:6]([C@@H:24]([CH2:32][CH3:33])[CH2:25][N:26]2[CH2:27][C:28]([CH3:29])([CH3:30])[O:31][C:36]2=[O:37])[C:5]1=[O:34])[CH:2]=[CH2:3]. (2) Given the reactants Cl[C:2]1[N:3]=[C:4]([N:12]2[CH2:17][CH2:16][O:15][CH2:14][CH2:13]2)[C:5]2[O:11][CH2:10][CH2:9][CH2:8][C:6]=2[N:7]=1.[CH2:18]([NH:20][C:21](=[O:32])[NH:22][C:23]1[CH:28]=[CH:27][C:26](B(O)O)=[CH:25][CH:24]=1)[CH3:19].C([O-])(=O)C.[K+].C(=O)([O-])[O-].[Na+].[Na+], predict the reaction product. The product is: [CH2:18]([NH:20][C:21]([NH:22][C:23]1[CH:28]=[CH:27][C:26]([C:2]2[N:3]=[C:4]([N:12]3[CH2:17][CH2:16][O:15][CH2:14][CH2:13]3)[C:5]3[O:11][CH2:10][CH2:9][CH2:8][C:6]=3[N:7]=2)=[CH:25][CH:24]=1)=[O:32])[CH3:19]. (3) Given the reactants [C:1]([NH:5][C:6]([C:8]1[C:16]2[C:11](=[N:12][CH:13]=[C:14](Br)[N:15]=2)[N:10]([CH2:18][O:19][CH2:20][CH2:21][Si:22]([CH3:25])([CH3:24])[CH3:23])[CH:9]=1)=[O:7])([CH3:4])([CH3:3])[CH3:2].C(C1CN(C(=O)[C@H](NC(C2C3C(=NC=C([C:47]4[C:51]5=[N:52][CH:53]=[CH:54][CH:55]=[C:50]5[N:49]([CH3:56])[N:48]=4)N=3)NC=2)=O)C)C1)#N, predict the reaction product. The product is: [C:1]([NH:5][C:6]([C:8]1[C:16]2[C:11](=[N:12][CH:13]=[C:14]([C:47]3[C:51]4=[N:52][CH:53]=[CH:54][CH:55]=[C:50]4[N:49]([CH3:56])[N:48]=3)[N:15]=2)[N:10]([CH2:18][O:19][CH2:20][CH2:21][Si:22]([CH3:25])([CH3:24])[CH3:23])[CH:9]=1)=[O:7])([CH3:4])([CH3:3])[CH3:2]. (4) Given the reactants [F:1][C:2]1[CH:7]=[CH:6][CH:5]=[C:4]([F:8])[C:3]=1[C:9]1[N:10](S(C2C=CC=CC=2)(=O)=O)[C:11]2[C:16]([CH:17]=1)=[CH:15][C:14]([C:18]1[N:22]([CH2:23][CH3:24])[N:21]=[C:20]([C:25]3[CH:30]=[N:29][CH:28]=[CH:27][N:26]=3)[CH:19]=1)=[CH:13][CH:12]=2.C(=O)([O-])[O-].[Cs+].[Cs+].CO, predict the reaction product. The product is: [F:8][C:4]1[CH:5]=[CH:6][CH:7]=[C:2]([F:1])[C:3]=1[C:9]1[NH:10][C:11]2[C:16]([CH:17]=1)=[CH:15][C:14]([C:18]1[N:22]([CH2:23][CH3:24])[N:21]=[C:20]([C:25]3[CH:30]=[N:29][CH:28]=[CH:27][N:26]=3)[CH:19]=1)=[CH:13][CH:12]=2. (5) Given the reactants [CH:1]([O:6][CH3:7])([O:4][CH3:5])OC.[C:8]([C:12]1C(O)=[C:14]([CH:17]=[CH:18][CH:19]=1)[CH:15]=[O:16])([CH3:11])([CH3:10])[CH3:9].[C:21](=[O:24])([O-])O.[Na+].[H-].[Na+].[CH3:28]OCCl, predict the reaction product. The product is: [C:8]([C:12]1[CH:19]=[CH:18][CH:17]=[C:14]([CH:15]([O:16][CH3:28])[O:24][CH3:21])[C:7]=1[O:6][CH2:1][O:4][CH3:5])([CH3:9])([CH3:10])[CH3:11].